Predict the product of the given reaction. From a dataset of Forward reaction prediction with 1.9M reactions from USPTO patents (1976-2016). (1) Given the reactants [CH3:1][N:2]1[C:10]2[N:9]=[CH:8][N:7]([CH3:11])[C:6]=2[C:5](=[O:12])[NH:4][C:3]1=[O:13].Cl[CH2:15][CH2:16][CH2:17][CH2:18][CH:19]1[CH2:23][O:22][C:21]([CH3:25])([CH3:24])[O:20]1.C([O-])([O-])=O.[K+].[K+], predict the reaction product. The product is: [CH3:24][C:21]1([CH3:25])[O:20][CH:19]([CH2:18][CH2:17][CH2:16][CH2:15][N:4]2[C:5](=[O:12])[C:6]3[N:7]([CH3:11])[CH:8]=[N:9][C:10]=3[N:2]([CH3:1])[C:3]2=[O:13])[CH2:23][O:22]1. (2) Given the reactants [Cl:1][C:2]1[CH:3]=[C:4](/[CH:9]=[CH:10]/[C:11]([N:13]2[CH2:19][CH2:18][C:17](=[O:20])[N:16]([CH2:21][CH2:22][CH2:23][OH:24])[CH2:15][CH2:14]2)=[O:12])[CH:5]=[CH:6][C:7]=1[Cl:8].[CH3:25][S:26](Cl)(=[O:28])=[O:27], predict the reaction product. The product is: [Cl:1][C:2]1[CH:3]=[C:4](/[CH:9]=[CH:10]/[C:11]([N:13]2[CH2:19][CH2:18][C:17](=[O:20])[N:16]([CH2:21][CH2:22][CH2:23][O:24][S:26]([CH3:25])(=[O:28])=[O:27])[CH2:15][CH2:14]2)=[O:12])[CH:5]=[CH:6][C:7]=1[Cl:8]. (3) Given the reactants [CH2:1]([O:8][C:9]([C@H:11]1[CH2:16][CH2:15][C@@H:14]([NH:17][C:18]([O:20][C:21]([CH3:24])([CH3:23])[CH3:22])=[O:19])[C@H:13]([OH:25])[CH2:12]1)=[O:10])C1C=CC=CC=1, predict the reaction product. The product is: [CH3:1][O:8][C:9]([C@H:11]1[CH2:16][CH2:15][C@@H:14]([NH:17][C:18]([O:20][C:21]([CH3:23])([CH3:22])[CH3:24])=[O:19])[C@H:13]([OH:25])[CH2:12]1)=[O:10]. (4) Given the reactants Cl.Cl.Cl.[NH2:4][C@:5]1([C:26]([OH:28])=[O:27])[C@@H:9]([CH2:10][CH2:11][CH2:12][B:13]([OH:15])[OH:14])[CH2:8][N:7]([CH2:16][CH:17]([NH2:25])[CH2:18][C:19]2[CH:24]=[CH:23][CH:22]=[CH:21][CH:20]=2)[CH2:6]1.C(OC(NN[C@H](C(O)=O)CC1C=CC=CC=1)=O)(C)(C)C, predict the reaction product. The product is: [NH2:4][C@:5]1([C:26]([OH:28])=[O:27])[C@@H:9]([CH2:10][CH2:11][CH2:12][B:13]([OH:15])[OH:14])[CH2:8][N:7]([CH2:16][CH:17]([NH2:25])[CH2:18][C:19]2[CH:24]=[CH:23][CH:22]=[CH:21][CH:20]=2)[CH2:6]1. (5) Given the reactants [CH3:1][O:2][C:3](=[O:22])[C:4]1[CH:9]=[CH:8][CH:7]=[C:6]([S:10][C:11]2[C:19]3[C:14](=[CH:15][C:16]([Cl:20])=[CH:17][CH:18]=3)[NH:13][C:12]=2[CH3:21])[CH:5]=1.Br.Br[CH2:25][C:26]1[CH:31]=[CH:30][CH:29]=[CH:28][N:27]=1.C(=O)([O-])[O-].[Cs+].[Cs+].CCOC(C)=O, predict the reaction product. The product is: [CH3:1][O:2][C:3](=[O:22])[C:4]1[CH:9]=[CH:8][CH:7]=[C:6]([S:10][C:11]2[C:19]3[C:14](=[CH:15][C:16]([Cl:20])=[CH:17][CH:18]=3)[N:13]([CH2:25][C:26]3[CH:31]=[CH:30][CH:29]=[CH:28][N:27]=3)[C:12]=2[CH3:21])[CH:5]=1. (6) Given the reactants [NH2:1][C:2]1[CH:3]=[C:4]2[C:8](=[CH:9][CH:10]=1)[N:7]([CH:11]([CH3:13])[CH3:12])[C:6](=[O:14])[CH2:5]2.[CH3:15][O:16][C:17]([C@@H:19]1[O:21][CH2:20]1)=[O:18].FC(F)(F)S([O-])(=O)=O.[Li+], predict the reaction product. The product is: [CH3:15][O:16][C:17](=[O:18])[C@H:19]([OH:21])[CH2:20][NH:1][C:2]1[CH:3]=[C:4]2[C:8](=[CH:9][CH:10]=1)[N:7]([CH:11]([CH3:12])[CH3:13])[C:6](=[O:14])[CH2:5]2. (7) Given the reactants [H-].[Na+].[C:3]1([OH:9])[CH:8]=[CH:7][CH:6]=[CH:5][CH:4]=1.Cl[C:11]1[C:16]([N+:17]([O-:19])=[O:18])=[C:15]([NH:20][CH2:21][CH2:22][O:23][CH2:24][CH2:25][CH2:26][C:27]2[CH:28]=[N:29][CH:30]=[CH:31][CH:32]=2)[C:14]([CH3:33])=[C:13]([CH3:34])[N:12]=1, predict the reaction product. The product is: [CH3:34][C:13]1[C:14]([CH3:33])=[C:15]([NH:20][CH2:21][CH2:22][O:23][CH2:24][CH2:25][CH2:26][C:27]2[CH:28]=[N:29][CH:30]=[CH:31][CH:32]=2)[C:16]([N+:17]([O-:19])=[O:18])=[C:11]([O:9][C:3]2[CH:8]=[CH:7][CH:6]=[CH:5][CH:4]=2)[N:12]=1. (8) Given the reactants O=[CH:2][C@H:3]([NH:5][C:6](=[O:12])[O:7][C:8]([CH3:11])([CH3:10])[CH3:9])[CH3:4].Cl.[NH2:14][OH:15].N1C=CC=CC=1, predict the reaction product. The product is: [OH:15][N:14]=[CH:2][C@H:3]([NH:5][C:6](=[O:12])[O:7][C:8]([CH3:11])([CH3:10])[CH3:9])[CH3:4]. (9) Given the reactants [CH3:1][C:2]1[C:7]([O:8][C:9]2[C:10]([NH:19][C:20]3[S:24][N:23]=[C:22]([CH:25]4[CH2:31][CH:30]5[N:32](C(OCC)=O)[CH:27]([CH2:28][CH2:29]5)[CH2:26]4)[N:21]=3)=[N:11][CH:12]=[C:13]([C:15]([F:18])([F:17])[F:16])[CH:14]=2)=[CH:6][CH:5]=[CH:4][N:3]=1.[OH-].[K+], predict the reaction product. The product is: [CH:30]12[NH:32][CH:27]([CH2:28][CH2:29]1)[CH2:26][CH:25]([C:22]1[N:21]=[C:20]([NH:19][C:10]3[C:9]([O:8][C:7]4[C:2]([CH3:1])=[N:3][CH:4]=[CH:5][CH:6]=4)=[CH:14][C:13]([C:15]([F:16])([F:17])[F:18])=[CH:12][N:11]=3)[S:24][N:23]=1)[CH2:31]2. (10) Given the reactants [CH2:1]([O:8][C:9]1[CH:10]=[C:11]([C:16]2[C:21](=[O:22])[NH:20][CH:19]=[C:18]([C:23]([O:25][CH3:26])=[O:24])[CH:17]=2)[CH:12]=[CH:13][C:14]=1[Cl:15])[C:2]1[CH:7]=[CH:6][CH:5]=[CH:4][CH:3]=1.[F:27][C:28]([F:41])([F:40])[S:29](O[S:29]([C:28]([F:41])([F:40])[F:27])(=[O:31])=[O:30])(=[O:31])=[O:30], predict the reaction product. The product is: [CH2:1]([O:8][C:9]1[CH:10]=[C:11]([C:16]2[C:21]([O:22][S:29]([C:28]([F:41])([F:40])[F:27])(=[O:31])=[O:30])=[N:20][CH:19]=[C:18]([CH:17]=2)[C:23]([O:25][CH3:26])=[O:24])[CH:12]=[CH:13][C:14]=1[Cl:15])[C:2]1[CH:7]=[CH:6][CH:5]=[CH:4][CH:3]=1.